Predict which catalyst facilitates the given reaction. From a dataset of Catalyst prediction with 721,799 reactions and 888 catalyst types from USPTO. (1) Reactant: [CH3:1][O:2][CH2:3][C:4]1[NH:13][C:12](=[O:14])[C:11]2[C:6](=[CH:7][C:8]3[CH2:17][CH2:16][CH:15]([N:18]([C:22]4[CH:34]=[CH:33][C:25]([C:26]([O:28]C(C)(C)C)=[O:27])=[CH:24][CH:23]=4)[CH2:19][C:20]#[CH:21])[C:9]=3[CH:10]=2)[N:5]=1. Product: [CH3:1][O:2][CH2:3][C:4]1[NH:13][C:12](=[O:14])[C:11]2[C:6](=[CH:7][C:8]3[CH2:17][CH2:16][CH:15]([N:18]([C:22]4[CH:23]=[CH:24][C:25]([C:26]([OH:28])=[O:27])=[CH:33][CH:34]=4)[CH2:19][C:20]#[CH:21])[C:9]=3[CH:10]=2)[N:5]=1. The catalyst class is: 281. (2) Reactant: [C:1]([N:4]1[CH2:9][CH2:8][N:7]([C:10]2[CH:15]=[CH:14][C:13](/[CH:16]=[CH:17]/[C:18]3[C:26]4[C:21](=[CH:22][CH:23]=[CH:24][CH:25]=4)[NH:20][N:19]=3)=[CH:12][C:11]=2[N+:27]([O-])=O)[CH2:6][CH2:5]1)(=[O:3])[CH3:2].Cl.[Sn]. Product: [C:1]([N:4]1[CH2:5][CH2:6][N:7]([C:10]2[CH:15]=[CH:14][C:13](/[CH:16]=[CH:17]/[C:18]3[C:26]4[C:21](=[CH:22][CH:23]=[CH:24][CH:25]=4)[NH:20][N:19]=3)=[CH:12][C:11]=2[NH2:27])[CH2:8][CH2:9]1)(=[O:3])[CH3:2]. The catalyst class is: 8. (3) Reactant: [CH3:1][N:2]1[CH:7]=[C:6]([C:8]2[CH:9]=[C:10]([NH:21][S:22]([CH3:25])(=[O:24])=[O:23])[CH:11]=[CH:12][C:13]=2[O:14][C:15]2[CH:20]=[CH:19][CH:18]=[CH:17][CH:16]=2)[C:5]2[CH:26]=[CH:27][N:28](S(C3C=CC(C)=CC=3)(=O)=O)[C:4]=2[C:3]1=[O:39].[C:40](=O)([O-])[O-].[K+].[K+]. Product: [CH3:40][N:21]([C:10]1[CH:11]=[CH:12][C:13]([O:14][C:15]2[CH:20]=[CH:19][CH:18]=[CH:17][CH:16]=2)=[C:8]([C:6]2[C:5]3[CH:26]=[CH:27][NH:28][C:4]=3[C:3](=[O:39])[N:2]([CH3:1])[CH:7]=2)[CH:9]=1)[S:22]([CH3:25])(=[O:23])=[O:24]. The catalyst class is: 24. (4) Reactant: [Cl:1][C:2]1[C:7]([F:8])=[CH:6][CH:5]=[C:4]([Cl:9])[C:3]=1[CH:10]([O:12][C:13]1[C:14]([NH2:30])=[N:15][CH:16]=[C:17]([C:19]2[CH:20]=[N:21][N:22]([CH:24]3[CH2:29][CH2:28][NH:27][CH2:26][CH2:25]3)[CH:23]=2)[CH:18]=1)[CH3:11].[CH3:31][CH2:32]N(CC)CC.C(I)C. Product: [Cl:1][C:2]1[C:7]([F:8])=[CH:6][CH:5]=[C:4]([Cl:9])[C:3]=1[CH:10]([O:12][C:13]1[C:14]([NH2:30])=[N:15][CH:16]=[C:17]([C:19]2[CH:20]=[N:21][N:22]([CH:24]3[CH2:29][CH2:28][N:27]([CH2:31][CH3:32])[CH2:26][CH2:25]3)[CH:23]=2)[CH:18]=1)[CH3:11]. The catalyst class is: 3. (5) Reactant: C(OC(=O)[NH:7][C:8]1[CH:13]=[C:12]([O:14][CH2:15][CH3:16])[C:11]([Cl:17])=[CH:10][C:9]=1[NH:18][C:19](=[O:35])[CH2:20][C:21](=O)[C:22]1[CH:27]=[CH:26][CH:25]=[C:24]([C:28]2[CH:29]=[N:30][CH:31]=[CH:32][CH:33]=2)[CH:23]=1)(C)(C)C.C(O)(C(F)(F)F)=O. Product: [Cl:17][C:11]1[C:12]([O:14][CH2:15][CH3:16])=[CH:13][C:8]2[N:7]=[C:21]([C:22]3[CH:27]=[CH:26][CH:25]=[C:24]([C:28]4[CH:29]=[N:30][CH:31]=[CH:32][CH:33]=4)[CH:23]=3)[CH2:20][C:19](=[O:35])[NH:18][C:9]=2[CH:10]=1. The catalyst class is: 2. (6) Reactant: [N+:1]([C:4]1[CH:9]=[C:8]([C:10]([F:13])([F:12])[F:11])[CH:7]=[CH:6][C:5]=1[O:14][C:15]1[CH:16]=[C:17]2[C:22](=[CH:23][CH:24]=1)[O:21][CH:20]([C:25]1[CH:30]=[CH:29][CH:28]=[CH:27][CH:26]=1)[CH2:19][CH2:18]2)([O-])=O.C1(C2CCC3C(=CC=C(OC4C=CC=CC=4N)C=3)O2)C=CC=CC=1. Product: [F:13][C:10]([F:11])([F:12])[C:8]1[CH:7]=[CH:6][C:5]([O:14][C:15]2[CH:16]=[C:17]3[C:22](=[CH:23][CH:24]=2)[O:21][CH:20]([C:25]2[CH:26]=[CH:27][CH:28]=[CH:29][CH:30]=2)[CH2:19][CH2:18]3)=[C:4]([CH:9]=1)[NH2:1]. The catalyst class is: 183. (7) Reactant: [CH:1]1([CH2:7][CH2:8][CH2:9][C@@H:10]([C:15]2[O:19][N:18]=[C:17]([CH2:20][C:21]3[NH:22][CH:23]=[CH:24][N:25]=3)[N:16]=2)[CH2:11][C:12](O)=[O:13])[CH2:6][CH2:5][CH2:4][CH2:3][CH2:2]1.C(N1C=CN=C1)(N1C=CN=C1)=O.C[Si](C)(C)[O:40][NH2:41].CO. Product: [CH:1]1([CH2:7][CH2:8][CH2:9][C@@H:10]([C:15]2[O:19][N:18]=[C:17]([CH2:20][C:21]3[NH:22][CH:23]=[CH:24][N:25]=3)[N:16]=2)[CH2:11][C:12]([NH:41][OH:40])=[O:13])[CH2:6][CH2:5][CH2:4][CH2:3][CH2:2]1. The catalyst class is: 7.